Dataset: Catalyst prediction with 721,799 reactions and 888 catalyst types from USPTO. Task: Predict which catalyst facilitates the given reaction. (1) Reactant: [F:1][C:2]1[CH:7]=[C:6]([F:8])[C:5]([N+:9]([O-:11])=[O:10])=[C:4]([F:12])[C:3]=1[CH3:13].[H-].[Na+].[C:16]([O:20][C:21]([NH:23][C@@H:24]([CH2:28][OH:29])[C:25]([OH:27])=[O:26])=[O:22])([CH3:19])([CH3:18])[CH3:17]. Product: [C:16]([O:20][C:21]([NH:23][C@@H:24]([CH2:28][O:29][C:4]1[C:5]([N+:9]([O-:11])=[O:10])=[C:6]([F:8])[CH:7]=[C:2]([F:1])[C:3]=1[CH3:13])[C:25]([OH:27])=[O:26])=[O:22])([CH3:19])([CH3:18])[CH3:17].[C:16]([O:20][C:21]([NH:23][C@@H:24]([CH2:28][O:29][C:6]1[CH:7]=[C:2]([F:1])[C:3]([CH3:13])=[C:4]([F:12])[C:5]=1[N+:9]([O-:11])=[O:10])[C:25]([OH:27])=[O:26])=[O:22])([CH3:19])([CH3:18])[CH3:17]. The catalyst class is: 3. (2) Reactant: [OH-:1].[Na+].[Cl:3][C:4]1[CH:5]=[C:6]([N:15]2[C:23]3[C:18](=[CH:19][C:20]4[C:26]([NH:27][S:28]([CH:31]5[CH2:33][CH2:32]5)(=[O:30])=[O:29])=[N:25][O:24][C:21]=4[CH:22]=3)[C:17]([C:34]#[N:35])=[CH:16]2)[CH:7]=[N:8][C:9]=1[O:10][CH2:11][CH:12]([CH3:14])[CH3:13]. Product: [Cl:3][C:4]1[CH:5]=[C:6]([N:15]2[C:23]3[C:18](=[CH:19][C:20]4[C:26]([NH:27][S:28]([CH:31]5[CH2:33][CH2:32]5)(=[O:30])=[O:29])=[N:25][O:24][C:21]=4[CH:22]=3)[C:17]([C:34]([NH2:35])=[O:1])=[CH:16]2)[CH:7]=[N:8][C:9]=1[O:10][CH2:11][CH:12]([CH3:14])[CH3:13]. The catalyst class is: 72. (3) Reactant: [C:1]([O:5][C:6]([NH:8][CH2:9][CH2:10][C:11]1[C:12]2[CH:18]=[CH:17][S:16][C:13]=2[NH:14][CH:15]=1)=[O:7])([CH3:4])([CH3:3])[CH3:2].[C:19]1([S:25](Cl)(=[O:27])=[O:26])[CH:24]=[CH:23][CH:22]=[CH:21][CH:20]=1.CC([O-])(C)C.[K+]. Product: [C:1]([O:5][C:6]([NH:8][CH2:9][CH2:10][C:11]1[C:12]2[CH:18]=[CH:17][S:16][C:13]=2[N:14]([S:25]([C:19]2[CH:24]=[CH:23][CH:22]=[CH:21][CH:20]=2)(=[O:27])=[O:26])[CH:15]=1)=[O:7])([CH3:4])([CH3:2])[CH3:3]. The catalyst class is: 1.